From a dataset of Cav3 T-type calcium channel HTS with 100,875 compounds. Binary Classification. Given a drug SMILES string, predict its activity (active/inactive) in a high-throughput screening assay against a specified biological target. The molecule is O1CC(=Nc2c1cccc2)c1ccc(OC)cc1. The result is 0 (inactive).